From a dataset of Forward reaction prediction with 1.9M reactions from USPTO patents (1976-2016). Predict the product of the given reaction. (1) Given the reactants C(O[C:4]([C:6]1[N:11]=[CH:10][C:9]2[C:12]([CH2:15][CH3:16])=[N:13][O:14][C:8]=2[C:7]=1[OH:17])=[O:5])C.[NH2:18][CH2:19][C:20]([OH:22])=[O:21].[O-]CC.[Na+].Cl, predict the reaction product. The product is: [CH2:15]([C:12]1[C:9]2[CH:10]=[N:11][C:6]([C:4]([NH:18][CH2:19][C:20]([OH:22])=[O:21])=[O:5])=[C:7]([OH:17])[C:8]=2[O:14][N:13]=1)[CH3:16]. (2) Given the reactants [CH3:1][S:2]([C:5]1[CH:10]=[CH:9][C:8](B(O)O)=[CH:7][CH:6]=1)(=[O:4])=[O:3].[F:14][C:15]1[CH:16]=[C:17]([NH:21][CH2:22][CH2:23][N:24]2[CH2:29][CH2:28][CH:27]([CH2:30][C:31]([NH:33][C:34]3[CH:39]=[CH:38][C:37]([S:40]([CH3:43])(=[O:42])=[O:41])=[CH:36][CH:35]=3)=[O:32])[CH2:26][CH2:25]2)[CH:18]=[CH:19][CH:20]=1, predict the reaction product. The product is: [F:14][C:15]1[CH:16]=[C:17]([N:21]([C:8]2[CH:9]=[CH:10][C:5]([S:2]([CH3:1])(=[O:4])=[O:3])=[CH:6][CH:7]=2)[CH2:22][CH2:23][N:24]2[CH2:29][CH2:28][CH:27]([CH2:30][C:31]([NH:33][C:34]3[CH:39]=[CH:38][C:37]([S:40]([CH3:43])(=[O:41])=[O:42])=[CH:36][CH:35]=3)=[O:32])[CH2:26][CH2:25]2)[CH:18]=[CH:19][CH:20]=1. (3) Given the reactants [CH:1]12[O:7][CH:2]1[CH2:3][CH2:4][CH2:5][CH2:6]2.[CH2:8]([OH:12])[CH2:9][CH:10]=[CH2:11], predict the reaction product. The product is: [CH2:8]([O:12][CH:2]1[CH2:3][CH2:4][CH2:5][CH2:6][CH:1]1[OH:7])[CH2:9][CH:10]=[CH2:11]. (4) Given the reactants O[C:2]1[C:3]([C:15]([F:18])([F:17])[F:16])=[N:4][C:5]2[C:10]([N:11]=1)=[CH:9][C:8]([C:12]([OH:14])=[O:13])=[CH:7][CH:6]=2.O=P(Cl)(Cl)[Cl:21].CN(C=O)C, predict the reaction product. The product is: [Cl:21][C:2]1[C:3]([C:15]([F:18])([F:17])[F:16])=[N:4][C:5]2[C:10]([N:11]=1)=[CH:9][C:8]([C:12]([OH:14])=[O:13])=[CH:7][CH:6]=2.